Dataset: NCI-60 drug combinations with 297,098 pairs across 59 cell lines. Task: Regression. Given two drug SMILES strings and cell line genomic features, predict the synergy score measuring deviation from expected non-interaction effect. (1) Drug 1: CC1=C(C=C(C=C1)NC(=O)C2=CC=C(C=C2)CN3CCN(CC3)C)NC4=NC=CC(=N4)C5=CN=CC=C5. Drug 2: CC1=C(C(=O)C2=C(C1=O)N3CC4C(C3(C2COC(=O)N)OC)N4)N. Cell line: OVCAR-4. Synergy scores: CSS=4.14, Synergy_ZIP=-2.84, Synergy_Bliss=-3.43, Synergy_Loewe=-8.02, Synergy_HSA=-3.10. (2) Drug 1: CCC1=C2CN3C(=CC4=C(C3=O)COC(=O)C4(CC)O)C2=NC5=C1C=C(C=C5)O. Drug 2: C1CC(=O)NC(=O)C1N2C(=O)C3=CC=CC=C3C2=O. Synergy scores: CSS=18.4, Synergy_ZIP=-4.11, Synergy_Bliss=0.871, Synergy_Loewe=-18.2, Synergy_HSA=-0.108. Cell line: OVCAR-5. (3) Drug 1: CN(CCCl)CCCl.Cl. Drug 2: CC(C)NC(=O)C1=CC=C(C=C1)CNNC.Cl. Cell line: A549. Synergy scores: CSS=11.9, Synergy_ZIP=-4.87, Synergy_Bliss=1.46, Synergy_Loewe=-22.4, Synergy_HSA=-0.528. (4) Drug 1: C1CCC(CC1)NC(=O)N(CCCl)N=O. Drug 2: CC1CCC2CC(C(=CC=CC=CC(CC(C(=O)C(C(C(=CC(C(=O)CC(OC(=O)C3CCCCN3C(=O)C(=O)C1(O2)O)C(C)CC4CCC(C(C4)OC)OCCO)C)C)O)OC)C)C)C)OC. Cell line: LOX IMVI. Synergy scores: CSS=46.6, Synergy_ZIP=-0.599, Synergy_Bliss=1.09, Synergy_Loewe=6.53, Synergy_HSA=7.24. (5) Drug 1: C1=CC(=CC=C1CC(C(=O)O)N)N(CCCl)CCCl.Cl. Drug 2: CN(CC1=CN=C2C(=N1)C(=NC(=N2)N)N)C3=CC=C(C=C3)C(=O)NC(CCC(=O)O)C(=O)O. Cell line: UACC62. Synergy scores: CSS=11.4, Synergy_ZIP=-5.37, Synergy_Bliss=-8.37, Synergy_Loewe=-10.3, Synergy_HSA=-4.74. (6) Drug 1: COC1=C(C=C2C(=C1)N=CN=C2NC3=CC(=C(C=C3)F)Cl)OCCCN4CCOCC4. Drug 2: CC1=C(C(CCC1)(C)C)C=CC(=CC=CC(=CC(=O)O)C)C. Cell line: NCI/ADR-RES. Synergy scores: CSS=18.5, Synergy_ZIP=-3.75, Synergy_Bliss=-0.597, Synergy_Loewe=-1.09, Synergy_HSA=-0.545. (7) Drug 1: CN1CCC(CC1)COC2=C(C=C3C(=C2)N=CN=C3NC4=C(C=C(C=C4)Br)F)OC. Drug 2: CC1C(C(=O)NC(C(=O)N2CCCC2C(=O)N(CC(=O)N(C(C(=O)O1)C(C)C)C)C)C(C)C)NC(=O)C3=C4C(=C(C=C3)C)OC5=C(C(=O)C(=C(C5=N4)C(=O)NC6C(OC(=O)C(N(C(=O)CN(C(=O)C7CCCN7C(=O)C(NC6=O)C(C)C)C)C)C(C)C)C)N)C. Cell line: CAKI-1. Synergy scores: CSS=41.5, Synergy_ZIP=21.7, Synergy_Bliss=19.6, Synergy_Loewe=21.1, Synergy_HSA=20.5. (8) Drug 1: CCC1(CC2CC(C3=C(CCN(C2)C1)C4=CC=CC=C4N3)(C5=C(C=C6C(=C5)C78CCN9C7C(C=CC9)(C(C(C8N6C)(C(=O)OC)O)OC(=O)C)CC)OC)C(=O)OC)O.OS(=O)(=O)O. Drug 2: C1=NC2=C(N1)C(=S)N=CN2. Cell line: NCI-H322M. Synergy scores: CSS=46.0, Synergy_ZIP=5.58, Synergy_Bliss=1.36, Synergy_Loewe=0.724, Synergy_HSA=0.963.